Dataset: Catalyst prediction with 721,799 reactions and 888 catalyst types from USPTO. Task: Predict which catalyst facilitates the given reaction. (1) Product: [OH:17][C:10]1[CH:9]=[C:8]([N+:5]([O-:7])=[O:6])[CH:16]=[CH:15][C:11]=1[C:12]([Cl:3])=[O:13]. The catalyst class is: 22. Reactant: S(Cl)([Cl:3])=O.[N+:5]([C:8]1[CH:9]=[C:10]([OH:17])[C:11](=[CH:15][CH:16]=1)[C:12](O)=[O:13])([O-:7])=[O:6]. (2) Reactant: C([O:4][C:5]1[CH:26]=[CH:25][C:8]([CH:9]2[CH2:18][C:17]3[C:12](=[CH:13][C:14]([O:19]C(=O)C)=[CH:15][CH:16]=3)[O:11][CH:10]2[CH2:23][CH3:24])=[CH:7][CH:6]=1)(=O)C.[OH-].[K+].C(O)(=O)C. Product: [OH:4][C:5]1[CH:26]=[CH:25][C:8]([CH:9]2[CH2:18][C:17]3[C:12](=[CH:13][C:14]([OH:19])=[CH:15][CH:16]=3)[O:11][CH:10]2[CH2:23][CH3:24])=[CH:7][CH:6]=1. The catalyst class is: 24. (3) Reactant: [CH2:1]([N:8]1[CH2:13][CH2:12][CH:11]([NH:14][CH:15]([CH3:17])[CH3:16])[CH2:10][CH2:9]1)[C:2]1[CH:7]=[CH:6][CH:5]=[CH:4][CH:3]=1.CCN(C(C)C)C(C)C.[Cl:27][CH2:28][C:29](Cl)=[O:30]. Product: [CH2:1]([N:8]1[CH2:13][CH2:12][CH:11]([N:14]([CH:15]([CH3:17])[CH3:16])[C:29](=[O:30])[CH2:28][Cl:27])[CH2:10][CH2:9]1)[C:2]1[CH:3]=[CH:4][CH:5]=[CH:6][CH:7]=1. The catalyst class is: 4. (4) Reactant: [C:1]([O:5][C:6]([N:8]1[CH2:13][CH2:12][CH2:11][C@@H:10]([N:14]([CH2:30]C=C)[C:15](=[O:29])[C@H:16]([NH:20][C:21]2[CH:26]=[C:25]([F:27])[CH:24]=[C:23]([Cl:28])[CH:22]=2)[CH2:17][CH:18]=[CH2:19])[CH2:9]1)=[O:7])([CH3:4])([CH3:3])[CH3:2]. Product: [Cl:28][C:23]1[CH:22]=[C:21]([NH:20][C@@H:16]2[CH2:17][CH:18]=[CH:19][CH2:30][N:14]([C@@H:10]3[CH2:11][CH2:12][CH2:13][N:8]([C:6]([O:5][C:1]([CH3:2])([CH3:4])[CH3:3])=[O:7])[CH2:9]3)[C:15]2=[O:29])[CH:26]=[C:25]([F:27])[CH:24]=1. The catalyst class is: 91. (5) Product: [F:34][CH:11]([F:10])[O:12][CH2:13][C@@H:14]([O:16][C:17]1[CH:18]=[C:19]([CH:23]=[C:24]([O:26][CH2:27][C:28]2[CH:33]=[CH:32][CH:31]=[CH:30][CH:29]=2)[CH:25]=1)[C:20]([NH:41][C:38]1[CH:39]=[CH:40][N:36]([CH3:35])[N:37]=1)=[O:22])[CH3:15]. Reactant: CCN(C(C)C)C(C)C.[F:10][CH:11]([F:34])[O:12][CH2:13][C@@H:14]([O:16][C:17]1[CH:18]=[C:19]([CH:23]=[C:24]([O:26][CH2:27][C:28]2[CH:33]=[CH:32][CH:31]=[CH:30][CH:29]=2)[CH:25]=1)[C:20]([OH:22])=O)[CH3:15].[CH3:35][N:36]1[CH:40]=[CH:39][C:38]([NH2:41])=[N:37]1.CN(C(ON1N=NC2C=CC=NC1=2)=[N+](C)C)C.F[P-](F)(F)(F)(F)F. The catalyst class is: 39. (6) Reactant: [CH:1]([C:3]1[CH:16]=[CH:15][C:6]([CH:7]=[C:8]2[S:12][C:11](=[O:13])[NH:10][C:9]2=[O:14])=[CH:5][CH:4]=1)=O.[NH2:17][C:18]1[CH:23]=[CH:22][CH:21]=[CH:20][C:19]=1[SH:24].C1(=O)C=CC(=O)C=C1.CCOCC. Product: [O:13]=[C:11]1[NH:10][C:9](=[O:14])[C:8](=[CH:7][C:6]2[CH:15]=[CH:16][C:3]([C:1]3[S:24][C:19]4[CH:20]=[CH:21][CH:22]=[CH:23][C:18]=4[N:17]=3)=[CH:4][CH:5]=2)[S:12]1. The catalyst class is: 8.